Dataset: Experimentally validated miRNA-target interactions with 360,000+ pairs, plus equal number of negative samples. Task: Binary Classification. Given a miRNA mature sequence and a target amino acid sequence, predict their likelihood of interaction. (1) The miRNA is hsa-miR-29b-3p with sequence UAGCACCAUUUGAAAUCAGUGUU. The protein sequence of the target gene is MAVRALKLLTTLLAVVAAASQAEVESEAGWGMVTPDLLFAEGTAAYARGDWPGVVLSMERALRSRAALRALRLRCRTQCAADFPWELDPDWSPSPAQASGAAALRDLSFFGGLLRRAACLRRCLGPPAAHSLSEEMELEFRKRSPYNYLQVAYFKINKLEKAVAAAHTFFVGNPEHMEMQQNLDYYQTMSGVKEADFKDLETQPHMQEFRLGVRLYSEEQPQEAVPHLEAALQEYFVAYEECRALCEGPYDYDGYNYLEYNADLFQAITDHYIQVLNCKQNCVTELASHPSREKPFEDFL.... Result: 1 (interaction). (2) The miRNA is mmu-miR-3059-5p with sequence UUUCCUCUCUGCCCCAUAGGGU. The protein sequence of the target gene is MDPKLGRMAASLLAVLLLLLERGMFSSPSPPPALLEKVFQYIDLHQDEFVQTLKEWVAIESDSVQPVPRFRQELFRMMAVAADTLQRLGARVASVDMGPQQLPDGQSLPIPPIILAELGSDPTKGTVCFYGHLDVQPADRGDGWLTDPYVLTEVDGKLYGRGATDNKGPVLAWINAVSAFRALEQDLPVNIKFIIEGMEEAGSVALEELVEKEKDRFFSGVDYIVISDNLWISQRKPAITYGTRGNSYFMVEVKCRDQDFHSGTFGGILHEPMADLVALLGSLVDSSGHILVPGIYDEVV.... Result: 0 (no interaction).